Dataset: Forward reaction prediction with 1.9M reactions from USPTO patents (1976-2016). Task: Predict the product of the given reaction. (1) The product is: [NH2:1][C:4]1[C:5]([F:23])=[C:6]([O:17][CH2:18][C:19]([F:21])([F:22])[F:20])[CH:7]=[C:8]([O:10][CH2:11][C:12]([F:15])([F:13])[F:14])[N:9]=1. Given the reactants [N:1]([C:4]1[N:9]=[C:8]([O:10][CH2:11][C:12]([F:15])([F:14])[F:13])[C:7](Cl)=[C:6]([O:17][CH2:18][C:19]([F:22])([F:21])[F:20])[C:5]=1[F:23])=[N+]=[N-], predict the reaction product. (2) Given the reactants [C:1]([O:5][C:6]([N:8]1[CH2:13][CH2:12][CH:11]([NH:14][C:15]2[CH:20]=[CH:19][CH:18]=[C:17]([S:21][C:22]3[CH:27]=[CH:26][C:25]([CH:28]=[CH:29][C:30](N4CCOCC4)=[O:31])=[C:24]([C:38]([F:41])([F:40])[F:39])[C:23]=3[C:42]([F:45])([F:44])[F:43])[CH:16]=2)[CH2:10][CH2:9]1)=[O:7])([CH3:4])([CH3:3])[CH3:2].[OH-:46].[K+], predict the reaction product. The product is: [C:1]([O:5][C:6]([N:8]1[CH2:9][CH2:10][CH:11]([NH:14][C:15]2[CH:20]=[CH:19][CH:18]=[C:17]([S:21][C:22]3[CH:27]=[CH:26][C:25]([CH:28]=[CH:29][C:30]([OH:31])=[O:46])=[C:24]([C:38]([F:39])([F:40])[F:41])[C:23]=3[C:42]([F:43])([F:45])[F:44])[CH:16]=2)[CH2:12][CH2:13]1)=[O:7])([CH3:4])([CH3:3])[CH3:2]. (3) Given the reactants [C:1]([C@H:4]([N:6]1[C:11](=[O:12])[C@@H:10]([NH2:13])[C@@H:9]([OH:14])[CH2:8][O:7]1)[CH3:5])([OH:3])=[O:2].C([O-])(O)=O.[Na+].[C:20]1([CH2:26][C:27](Cl)=[O:28])[CH:25]=[CH:24][CH:23]=[CH:22][CH:21]=1.CC#N, predict the reaction product. The product is: [C:1]([C@H:4]([N:6]1[C:11](=[O:12])[C@@H:10]([NH:13][C:27](=[O:28])[CH2:26][C:20]2[CH:25]=[CH:24][CH:23]=[CH:22][CH:21]=2)[C@@H:9]([OH:14])[CH2:8][O:7]1)[CH3:5])([OH:3])=[O:2]. (4) Given the reactants [OH:1][C:2]1[C:7](=[O:8])[CH:6]=[C:5]([CH2:9][O:10][CH:11]2[CH2:16][CH2:15][CH2:14][CH2:13][O:12]2)[O:4][C:3]=1[CH2:17][OH:18].C([O-])([O-])=O.[K+].[K+].[CH2:25](Br)[C:26]1[CH:31]=[CH:30][CH:29]=[CH:28][CH:27]=1.O, predict the reaction product. The product is: [CH2:25]([O:1][C:2]1[C:7](=[O:8])[CH:6]=[C:5]([CH2:9][O:10][CH:11]2[CH2:16][CH2:15][CH2:14][CH2:13][O:12]2)[O:4][C:3]=1[CH2:17][OH:18])[C:26]1[CH:31]=[CH:30][CH:29]=[CH:28][CH:27]=1. (5) Given the reactants [Br:1][C:2]1[CH:13]=[CH:12][C:5]([C:6](N(OC)C)=[O:7])=[C:4]([F:14])[CH:3]=1.[CH2:15]([Mg]Br)[CH3:16], predict the reaction product. The product is: [Br:1][C:2]1[CH:13]=[CH:12][C:5]([C:6](=[O:7])[CH2:15][CH3:16])=[C:4]([F:14])[CH:3]=1.